Predict the reaction yield, written as a fraction of the theoretical maximum amount of product (1.0 means a 100% yield; for example, 0.34 means a 34% yield). From a dataset of Reaction yield outcomes from USPTO patents with 853,638 reactions. (1) The reactants are [F:1][C:2]([F:7])([F:6])[C:3]([OH:5])=[O:4].NCC[CH2:11][CH2:12][O:13][C:14]1[CH:15]=[C:16]([CH:44]=[C:45]([O:47][CH2:48][CH2:49][CH3:50])[CH:46]=1)[O:17][C:18]1[C:19]([NH:30][S:31]([C:34]2[CH:35]=[C:36]([CH:41]=[CH:42][CH:43]=2)[C:37]([O:39][CH3:40])=[O:38])(=[O:33])=[O:32])=[CH:20][C:21]2[N:25]([CH3:26])[C:24](=[O:27])[N:23]([CH3:28])[C:22]=2[CH:29]=1.[CH2:51]([N:53]([CH2:56]C)[CH2:54][CH3:55])C.C(O)(=O)C.C=O.C(O[BH-](OC(=O)C)OC(=O)C)(=O)C.[Na+]. The catalyst is CO. The product is [F:1][C:2]([F:7])([F:6])[C:3]([OH:5])=[O:4].[CH3:56][N:53]([CH3:51])[CH2:54][CH2:55][CH2:11][CH2:12][O:13][C:14]1[CH:15]=[C:16]([CH:44]=[C:45]([O:47][CH2:48][CH2:49][CH3:50])[CH:46]=1)[O:17][C:18]1[C:19]([NH:30][S:31]([C:34]2[CH:35]=[C:36]([CH:41]=[CH:42][CH:43]=2)[C:37]([O:39][CH3:40])=[O:38])(=[O:33])=[O:32])=[CH:20][C:21]2[N:25]([CH3:26])[C:24](=[O:27])[N:23]([CH3:28])[C:22]=2[CH:29]=1. The yield is 0.250. (2) The reactants are C(N(CC)CC)C.[C:8]([O:13][C:14]1[CH:15]=[C:16]([CH:20]=[CH:21][CH:22]=1)C(Cl)=O)(=O)[CH:9]([CH3:11])C. The catalyst is C(Cl)Cl. The product is [O:13]1[C:14]2[C:22](=[CH:21][CH:20]=[CH:16][CH:15]=2)[CH:11]=[CH:9][CH2:8]1. The yield is 0.780.